Dataset: Forward reaction prediction with 1.9M reactions from USPTO patents (1976-2016). Task: Predict the product of the given reaction. (1) The product is: [I:3][C:4]1[NH:5][C:6]([C@@H:10]2[CH2:14][C@H:13]([CH3:15])[CH2:12][N:11]2[C:16]([O:18][C:19]([CH3:20])([CH3:22])[CH3:21])=[O:17])=[N:7][CH:8]=1. Given the reactants [Li+].[Cl-].[I:3][C:4]1[N:5]=[C:6]([C@@H:10]2[CH2:14][C@H:13]([CH3:15])[CH2:12][N:11]2[C:16]([O:18][C:19]([CH3:22])([CH3:21])[CH3:20])=[O:17])[NH:7][C:8]=1I.C[Mg]Cl.C([Mg]Cl)(C)C.[NH4+].[Cl-], predict the reaction product. (2) The product is: [Br:1][C:2]1[CH:3]=[C:4]([NH2:11])[CH:5]=[C:6]([N+:8]([O-:10])=[O:9])[CH:7]=1. Given the reactants [Br:1][C:2]1[CH:7]=[C:6]([N+:8]([O-:10])=[O:9])[CH:5]=[C:4]([N+:11]([O-])=O)[CH:3]=1.N1C=CC=CC=1.[NH4+]=S, predict the reaction product. (3) Given the reactants [NH2:1][C:2]1[CH:23]=[CH:22][C:21]([N:24]2[CH2:29][CH2:28][CH2:27][CH2:26][CH2:25]2)=[CH:20][C:3]=1[C:4]([NH:6]/[N:7]=[CH:8]/[C:9]1[CH:14]=[CH:13][C:12]([Cl:15])=[C:11]([C:16]([F:19])([F:18])[F:17])[CH:10]=1)=[O:5].CCN(C(C)C)C(C)C.[Br:39][CH2:40][C:41]1[CH:42]=[C:43]([CH:47]=[CH:48][CH:49]=1)[C:44](Cl)=[O:45], predict the reaction product. The product is: [Br:39][CH2:40][C:41]1[CH:42]=[C:43]([CH:47]=[CH:48][CH:49]=1)[C:44]([NH:1][C:2]1[CH:23]=[CH:22][C:21]([N:24]2[CH2:29][CH2:28][CH2:27][CH2:26][CH2:25]2)=[CH:20][C:3]=1[C:4]([NH:6]/[N:7]=[CH:8]/[C:9]1[CH:14]=[CH:13][C:12]([Cl:15])=[C:11]([C:16]([F:19])([F:17])[F:18])[CH:10]=1)=[O:5])=[O:45]. (4) Given the reactants [CH3:1][O:2][C:3]1[CH:8]=[CH:7][C:6]([CH2:9][CH2:10][NH:11][CH2:12][CH:13](O)[CH3:14])=[CH:5][CH:4]=1.CN(C)C=O.S(Br)([Br:23])=O.C(OCC)C, predict the reaction product. The product is: [BrH:23].[Br:23][CH:13]([CH3:14])[CH2:12][NH:11][CH2:10][CH2:9][C:6]1[CH:7]=[CH:8][C:3]([O:2][CH3:1])=[CH:4][CH:5]=1.